This data is from Catalyst prediction with 721,799 reactions and 888 catalyst types from USPTO. The task is: Predict which catalyst facilitates the given reaction. (1) The catalyst class is: 45. Product: [CH2:1]([N:6]1[CH2:11][CH2:10][N:9]([C:12]2[CH:18]=[CH:17][C:15]([NH2:16])=[CH:14][CH:13]=2)[CH2:8][CH2:7]1)[CH2:2][CH3:3]. Reactant: [CH2:1]([N:6]1[CH2:11][CH2:10][N:9]([C:12]2[CH:18]=[CH:17][C:15]([NH2:16])=[CH:14][CH:13]=2)[CH2:8][CH2:7]1)[CH2:2][CH:3](C)C.[N+](C1C=CC(N2CCN(CCC)CC2)=CC=1)([O-])=O. (2) Reactant: [CH:1]1([CH2:7][CH2:8][CH2:9][C@@H:10]([C:15]2[O:19][N:18]=[C:17]([C:20]([O:22]CC)=O)[N:16]=2)[CH2:11][C:12]([OH:14])=O)[CH2:6][CH2:5][CH2:4][CH2:3][CH2:2]1.[CH:25]1([CH2:28][NH2:29])[CH2:27][CH2:26]1.CN1CCOCC1.ClC(OCC(C)C)=O.C[Si](C)(C)[O:47][NH2:48].FC(F)(F)C(O)=O. Product: [CH:1]1([CH2:7][CH2:8][CH2:9][C@@H:10]([C:15]2[O:19][N:18]=[C:17]([C:20]([NH:29][CH2:28][CH:25]3[CH2:27][CH2:26]3)=[O:22])[N:16]=2)[CH2:11][C:12]([NH:48][OH:47])=[O:14])[CH2:2][CH2:3][CH2:4][CH2:5][CH2:6]1. The catalyst class is: 40. (3) Reactant: [NH2:1][C@@H:2]([CH3:30])[C:3]([NH:5][C@@H:6]([CH:27]([CH3:29])[CH3:28])[C:7]([N:9]1[C:13]2=[N:14][CH:15]=[CH:16][CH:17]=[C:12]2[CH2:11][C@H:10]1[C:18]([NH:20][C:21]1[CH:26]=[CH:25][CH:24]=[CH:23][CH:22]=1)=[O:19])=[O:8])=[O:4].[O:31]1CC(O)O[CH2:33][CH:32]1O.C(O)(=O)C.C([BH3-])#N.[Na+]. Product: [C:21]1([NH:20][C:18]([C@H:10]2[N:9]([C:7](=[O:8])[C@@H:6]([NH:5][C:3](=[O:4])[C@@H:2]([NH:1][CH2:33][CH2:32][OH:31])[CH3:30])[CH:27]([CH3:29])[CH3:28])[C:13]3=[N:14][CH:15]=[CH:16][CH:17]=[C:12]3[CH2:11]2)=[O:19])[CH:22]=[CH:23][CH:24]=[CH:25][CH:26]=1. The catalyst class is: 5. (4) Reactant: [Cl:1][CH2:2][CH2:3][CH2:4][C:5]([C:7]1[CH:12]=[CH:11][C:10]([Cl:13])=[CH:9][C:8]=1[Cl:14])=[O:6].[Br:15]Br.[OH-].[Na+].OS([O-])=O.[Na+]. Product: [Br:15][CH:4]([CH2:3][CH2:2][Cl:1])[C:5]([C:7]1[CH:12]=[CH:11][C:10]([Cl:13])=[CH:9][C:8]=1[Cl:14])=[O:6]. The catalyst class is: 4. (5) Reactant: [CH3:1][O:2][C:3]1[CH:8]=[CH:7][C:6]([CH2:9][C:10]([O:12]CC)=[O:11])=[CH:5][CH:4]=1.CO.O[Li].O.Cl. Product: [CH3:1][O:2][C:3]1[CH:4]=[CH:5][C:6]([CH2:9][C:10]([OH:12])=[O:11])=[CH:7][CH:8]=1. The catalyst class is: 90. (6) The catalyst class is: 2. Reactant: [Br:1][C:2]1[CH:9]=[C:8]([CH2:10][CH2:11][OH:12])[CH:7]=[CH:6][C:3]=1[C:4]#[N:5].CC(OI1(OC(C)=O)(OC(C)=O)OC(=O)C2C=CC=CC1=2)=O. Product: [Br:1][C:2]1[CH:9]=[C:8]([CH2:10][CH:11]=[O:12])[CH:7]=[CH:6][C:3]=1[C:4]#[N:5]. (7) Reactant: [OH:1][CH2:2][CH2:3][O:4][CH2:5][CH2:6][NH:7][C:8](=[O:14])[O:9][C:10]([CH3:13])([CH3:12])[CH3:11].[N+](=CC(=O)C[O:20]C)=[N-].B(F)(F)F.[CH3:27][CH2:28][O:29][CH2:30][CH3:31].O. Product: [C:10]([O:9][C:8]([NH:7][CH2:6][CH2:5][O:4][CH2:3][CH2:2][O:1][CH2:27][C:28]([O:29][CH2:30][CH3:31])=[O:20])=[O:14])([CH3:11])([CH3:13])[CH3:12]. The catalyst class is: 4.